Regression. Given a peptide amino acid sequence and an MHC pseudo amino acid sequence, predict their binding affinity value. This is MHC class I binding data. From a dataset of Peptide-MHC class I binding affinity with 185,985 pairs from IEDB/IMGT. (1) The peptide sequence is GTFEFTSFFY. The MHC is HLA-A23:01 with pseudo-sequence HLA-A23:01. The binding affinity (normalized) is 0.00324. (2) The peptide sequence is AFPTSCHMFIICF. The MHC is HLA-B08:01 with pseudo-sequence HLA-B08:01. The binding affinity (normalized) is 0.0804. (3) The peptide sequence is LPQRETWTVN. The MHC is Mamu-A2201 with pseudo-sequence Mamu-A2201. The binding affinity (normalized) is 0. (4) The peptide sequence is KALFMHCKK. The MHC is HLA-A03:01 with pseudo-sequence HLA-A03:01. The binding affinity (normalized) is 0.607. (5) The peptide sequence is AMHDKKIDI. The MHC is HLA-A68:02 with pseudo-sequence HLA-A68:02. The binding affinity (normalized) is 0.169. (6) The peptide sequence is RLRDLLLIVTR. The MHC is HLA-A03:01 with pseudo-sequence HLA-A03:01. The binding affinity (normalized) is 0.810. (7) The peptide sequence is VTDGGEVGE. The MHC is HLA-A11:01 with pseudo-sequence HLA-A11:01. The binding affinity (normalized) is 0.0847. (8) The peptide sequence is WFLDLPLPW. The MHC is HLA-A23:01 with pseudo-sequence HLA-A23:01. The binding affinity (normalized) is 0.821.